From a dataset of Peptide-MHC class II binding affinity with 134,281 pairs from IEDB. Regression. Given a peptide amino acid sequence and an MHC pseudo amino acid sequence, predict their binding affinity value. This is MHC class II binding data. (1) The peptide sequence is PEDSALLEDPAG. The MHC is DRB1_0401 with pseudo-sequence DRB1_0401. The binding affinity (normalized) is 0. (2) The peptide sequence is AAGVPPADKYRTFVA. The MHC is DRB1_1001 with pseudo-sequence DRB1_1001. The binding affinity (normalized) is 0.631. (3) The peptide sequence is EKKTFAATQFEPLAA. The MHC is HLA-DPA10201-DPB10501 with pseudo-sequence HLA-DPA10201-DPB10501. The binding affinity (normalized) is 0.755. (4) The peptide sequence is LVAGPAGSYAADLGY. The MHC is DRB1_1101 with pseudo-sequence DRB1_1101. The binding affinity (normalized) is 0.0431.